Dataset: Peptide-MHC class II binding affinity with 134,281 pairs from IEDB. Task: Regression. Given a peptide amino acid sequence and an MHC pseudo amino acid sequence, predict their binding affinity value. This is MHC class II binding data. (1) The peptide sequence is VGNWQYFFPVIFSKASDSLQLVFGIELMEVD. The MHC is DRB5_0101 with pseudo-sequence DRB5_0101. The binding affinity (normalized) is 0.352. (2) The peptide sequence is AAIRFFDHAIGINVP. The MHC is HLA-DQA10301-DQB10302 with pseudo-sequence HLA-DQA10301-DQB10302. The binding affinity (normalized) is 0.375. (3) The peptide sequence is TMLLGMLMICSAA. The MHC is DRB1_0405 with pseudo-sequence DRB1_0405. The binding affinity (normalized) is 0.391. (4) The peptide sequence is IGSRGRRSCRAARRP. The MHC is DRB1_1201 with pseudo-sequence DRB1_1201. The binding affinity (normalized) is 0. (5) The peptide sequence is TLVSAVAANELGMLED. The MHC is DRB3_0101 with pseudo-sequence DRB3_0101. The binding affinity (normalized) is 0. (6) The peptide sequence is EKKYFAATQFEELAA. The MHC is DRB1_0101 with pseudo-sequence DRB1_0101. The binding affinity (normalized) is 0.580.